Predict the product of the given reaction. From a dataset of Forward reaction prediction with 1.9M reactions from USPTO patents (1976-2016). (1) Given the reactants S1[C:5]2[CH:6]=[CH:7][C:8]([O:10][C:11]3[CH:12]=[C:13]([CH:23]=[C:24]([O:26][C@@H:27]([CH3:31])[CH2:28][O:29][CH3:30])[CH:25]=3)[C:14]([NH:16][C:17]3[CH:21]=[CH:20][N:19]([CH3:22])[N:18]=3)=[O:15])=[CH:9][C:4]=2[CH:3]=[CH:2]1.O[O:33][S:34]([O-:36])=O.[K+], predict the reaction product. The product is: [O:33]=[S:34]1(=[O:36])[C:5]2[CH:6]=[CH:7][C:8]([O:10][C:11]3[CH:12]=[C:13]([CH:23]=[C:24]([O:26][C@@H:27]([CH3:31])[CH2:28][O:29][CH3:30])[CH:25]=3)[C:14]([NH:16][C:17]3[CH:21]=[CH:20][N:19]([CH3:22])[N:18]=3)=[O:15])=[CH:9][C:4]=2[CH:3]=[CH:2]1. (2) Given the reactants [F:1][C:2]([F:50])([F:49])[C:3]1[CH:4]=[C:5]([N:13]([CH3:48])[C:14]([N:16]([CH3:47])[C@H:17]2[C@H:21]([C:22]3[CH:27]=[CH:26][C:25]([F:28])=[CH:24][CH:23]=3)[CH2:20][N:19]([C:29]3[O:33][C:32]([CH:34]4[CH2:39][CH2:38][N:37]([C:40](OC(C)(C)C)=[O:41])[CH2:36][CH2:35]4)=[N:31][N:30]=3)[CH2:18]2)=[O:15])[CH:6]=[C:7]([C:9]([F:12])([F:11])[F:10])[CH:8]=1.Cl.[CH3:52]C(O)C, predict the reaction product. The product is: [C:40]([N:37]1[CH2:38][CH2:39][CH:34]([C:32]2[O:33][C:29]([N:19]3[CH2:20][C@@H:21]([C:22]4[CH:23]=[CH:24][C:25]([F:28])=[CH:26][CH:27]=4)[C@H:17]([N:16]([CH3:47])[C:14]([N:13]([C:5]4[CH:4]=[C:3]([C:2]([F:49])([F:1])[F:50])[CH:8]=[C:7]([C:9]([F:10])([F:12])[F:11])[CH:6]=4)[CH3:48])=[O:15])[CH2:18]3)=[N:30][N:31]=2)[CH2:35][CH2:36]1)(=[O:41])[CH3:52]. (3) Given the reactants [Br:1][C:2]1[C:3]([NH:8][C@H:9]([C:14]([O:16]CC2C=CC(OC)=CC=2)=[O:15])[CH2:10][CH:11]([CH3:13])[CH3:12])=[N:4][N:5]([CH3:7])[CH:6]=1.[Li+].[OH-].Cl, predict the reaction product. The product is: [Br:1][C:2]1[C:3]([NH:8][C@H:9]([C:14]([OH:16])=[O:15])[CH2:10][CH:11]([CH3:12])[CH3:13])=[N:4][N:5]([CH3:7])[CH:6]=1. (4) Given the reactants [NH2:1][C:2]1[CH:7]=[CH:6][C:5]([F:8])=[CH:4][N:3]=1.CS(C)=O.[I:13]N1C(=O)CCC1=O.C(=O)([O-])O.[Na+], predict the reaction product. The product is: [F:8][C:5]1[CH:6]=[C:7]([I:13])[C:2]([NH2:1])=[N:3][CH:4]=1. (5) Given the reactants Cl.Cl.[NH:3]1[CH2:8][CH2:7][CH:6]([N:9]2[C:17]3[C:12](=[N:13][CH:14]=[CH:15][CH:16]=3)[NH:11][C:10]2=[O:18])[CH2:5][CH2:4]1.C(N(C(C)C)CC)(C)C.Cl[C:29]1[N:37]=[CH:36][N:35]=[C:34]2[C:30]=1[N:31]=[C:32]([C:39]1[CH:40]=[N:41][N:42]([CH2:45][CH3:46])[C:43]=1[CH3:44])[N:33]2[CH3:38], predict the reaction product. The product is: [CH2:45]([N:42]1[C:43]([CH3:44])=[C:39]([C:32]2[N:33]([CH3:38])[C:34]3[C:30]([N:31]=2)=[C:29]([N:3]2[CH2:4][CH2:5][CH:6]([N:9]4[C:17]5[C:12](=[N:13][CH:14]=[CH:15][CH:16]=5)[NH:11][C:10]4=[O:18])[CH2:7][CH2:8]2)[N:37]=[CH:36][N:35]=3)[CH:40]=[N:41]1)[CH3:46]. (6) Given the reactants [BH-](OC(C)=O)(OC(C)=O)OC(C)=O.[Na+].[CH:15]([C:17]1[C:18]([C:22]2[NH:26][CH:25]=[C:24]([C:27]#[N:28])[CH:23]=2)=[N:19][NH:20][CH:21]=1)=O.[CH3:29][C@@H:30]1[CH2:35][NH:34][CH2:33][CH2:32][N:31]1[C:36]1[CH:41]=[CH:40][C:39]([C:42]([F:45])([F:44])[F:43])=[CH:38][N:37]=1.C(O)(=O)C.C(=O)([O-])[O-].[Na+].[Na+], predict the reaction product. The product is: [CH3:29][C@H:30]1[N:31]([C:36]2[CH:41]=[CH:40][C:39]([C:42]([F:45])([F:43])[F:44])=[CH:38][N:37]=2)[CH2:32][CH2:33][N:34]([CH2:15][C:17]2[C:18]([C:22]3[NH:26][CH:25]=[C:24]([C:27]#[N:28])[CH:23]=3)=[N:19][NH:20][CH:21]=2)[CH2:35]1.